Predict the reactants needed to synthesize the given product. From a dataset of Full USPTO retrosynthesis dataset with 1.9M reactions from patents (1976-2016). Given the product [O:26]1[CH2:27][CH2:28][CH:23]([NH:22][C:18]([C:14]2[S:13][C:12]([CH2:11][CH2:10][C:9]3[C:5]([CH2:1][CH2:2][CH2:3][CH3:4])=[N:6][O:7][C:8]=3[CH3:21])=[N:16][C:15]=2[CH3:17])=[O:20])[CH2:24][CH2:25]1, predict the reactants needed to synthesize it. The reactants are: [CH2:1]([C:5]1[C:9]([CH2:10][CH2:11][C:12]2[S:13][C:14]([C:18]([OH:20])=O)=[C:15]([CH3:17])[N:16]=2)=[C:8]([CH3:21])[O:7][N:6]=1)[CH2:2][CH2:3][CH3:4].[NH2:22][CH:23]1[CH2:28][CH2:27][O:26][CH2:25][CH2:24]1.